Dataset: Forward reaction prediction with 1.9M reactions from USPTO patents (1976-2016). Task: Predict the product of the given reaction. Given the reactants [F:1][C:2]1[CH:7]=[CH:6][C:5]([N:8]2[C:16]3[CH:15]=[CH:14][CH:13]=[C:12]([C:17]([O:19]C)=O)[C:11]=3[CH:10]=[CH:9]2)=[CH:4][CH:3]=1.O.[NH2:22][NH2:23].O, predict the reaction product. The product is: [F:1][C:2]1[CH:7]=[CH:6][C:5]([N:8]2[C:16]3[CH:15]=[CH:14][CH:13]=[C:12]([C:17]([NH:22][NH2:23])=[O:19])[C:11]=3[CH:10]=[CH:9]2)=[CH:4][CH:3]=1.